From a dataset of Full USPTO retrosynthesis dataset with 1.9M reactions from patents (1976-2016). Predict the reactants needed to synthesize the given product. (1) The reactants are: [I-:1].[K+].[CH2:3]([C:5]1[NH:9][N:8]=[C:7]([NH:10][CH2:11][CH2:12][NH:13][C:14]2[CH:18]=[C:17]([CH2:19]C)[NH:16][N:15]=2)[CH:6]=1)C.[I:21]([O-])(=O)(=O)=O.[Na+].[Cl-].[Na+]. Given the product [I:1][C:6]1[C:7]([NH:10][CH2:11][CH2:12][NH:13][C:14]2[C:18]([I:21])=[C:17]([CH3:19])[NH:16][N:15]=2)=[N:8][NH:9][C:5]=1[CH3:3], predict the reactants needed to synthesize it. (2) Given the product [Cl:21][C:2]1[C:7]2[CH:8]=[C:9]([C:11]3[CH:16]=[CH:15][CH:14]=[CH:13][CH:12]=3)[O:10][C:6]=2[C:5]([C:17]#[N:18])=[CH:4][N:3]=1, predict the reactants needed to synthesize it. The reactants are: O=[C:2]1[C:7]2[CH:8]=[C:9]([C:11]3[CH:16]=[CH:15][CH:14]=[CH:13][CH:12]=3)[O:10][C:6]=2[C:5]([C:17]#[N:18])=[CH:4][NH:3]1.O=P(Cl)(Cl)[Cl:21]. (3) Given the product [CH3:20][O:21][N:22]=[C:9]1[C:10]2[C:5](=[CH:4][CH:3]=[C:2]([Cl:1])[CH:11]=2)[CH2:6][CH2:7][CH2:8]1, predict the reactants needed to synthesize it. The reactants are: [Cl:1][C:2]1[CH:11]=[C:10]2[C:5]([CH2:6][CH2:7][CH2:8][C:9]2=O)=[CH:4][CH:3]=1.N1C=CC=CC=1.Cl.[CH3:20][O:21][NH2:22]. (4) Given the product [Cl:1][C:2]1[CH:3]=[C:4]2[C:9](=[CH:10][CH:11]=1)[C:8](=[O:12])[N:7]([C:13]1[CH:14]=[N:15][CH:16]=[C:17]([OH:19])[CH:18]=1)[CH2:6][CH2:5]2, predict the reactants needed to synthesize it. The reactants are: [Cl:1][C:2]1[CH:3]=[C:4]2[C:9](=[CH:10][CH:11]=1)[C:8](=[O:12])[N:7]([C:13]1[CH:14]=[N:15][CH:16]=[C:17]([O:19]C)[CH:18]=1)[CH2:6][CH2:5]2.